Dataset: Forward reaction prediction with 1.9M reactions from USPTO patents (1976-2016). Task: Predict the product of the given reaction. (1) Given the reactants COC(C1C=CC(B(O)O)=CC=1)=O.[C:14]([O:18][C:19]([NH:21][C:22]1[CH:23]=[CH:24][C:25]([CH3:38])=[C:26]([C:28]2[CH:33]=[CH:32][C:31]([C:34]([O:36][CH3:37])=[O:35])=[CH:30][CH:29]=2)[CH:27]=1)=[O:20])([CH3:17])([CH3:16])[CH3:15].C(OC(=O)NC1C=CC(C)=C(Br)C=1)(C)(C)C.C(=O)([O-])[O-].[Cs+].[Cs+], predict the reaction product. The product is: [C:14]([O:18][C:19]([NH:21][C:22]1[CH:23]=[CH:24][C:25]([CH3:38])=[C:26]([C:28]2[CH:29]=[CH:30][C:31]([C:34]([O:36][CH3:37])=[O:35])=[CH:32][CH:33]=2)[CH:27]=1)=[O:20])([CH3:17])([CH3:16])[CH3:15]. (2) Given the reactants O[C:2]1[C:15](C=O)=[CH:14][C:13]2[C:12](=[O:18])[C:11]3[C:6](=[CH:7][CH:8]=[CH:9][CH:10]=3)[C:5](=[O:19])[C:4]=2[C:3]=1C=O.[N+](=C)=[N-], predict the reaction product. The product is: [CH:7]1[C:6]2[C:5](=[O:19])[C:4]3[C:13](=[CH:14][CH:15]=[CH:2][CH:3]=3)[C:12](=[O:18])[C:11]=2[CH:10]=[CH:9][CH:8]=1.